This data is from NCI-60 drug combinations with 297,098 pairs across 59 cell lines. The task is: Regression. Given two drug SMILES strings and cell line genomic features, predict the synergy score measuring deviation from expected non-interaction effect. (1) Drug 1: C1=NC2=C(N=C(N=C2N1C3C(C(C(O3)CO)O)O)F)N. Drug 2: CCN(CC)CCNC(=O)C1=C(NC(=C1C)C=C2C3=C(C=CC(=C3)F)NC2=O)C. Cell line: UO-31. Synergy scores: CSS=7.78, Synergy_ZIP=-4.17, Synergy_Bliss=-0.425, Synergy_Loewe=-2.91, Synergy_HSA=0.210. (2) Drug 1: CC1=CC=C(C=C1)C2=CC(=NN2C3=CC=C(C=C3)S(=O)(=O)N)C(F)(F)F. Drug 2: CC=C1C(=O)NC(C(=O)OC2CC(=O)NC(C(=O)NC(CSSCCC=C2)C(=O)N1)C(C)C)C(C)C. Cell line: MDA-MB-231. Synergy scores: CSS=42.8, Synergy_ZIP=-0.431, Synergy_Bliss=4.75, Synergy_Loewe=5.33, Synergy_HSA=5.77. (3) Cell line: COLO 205. Drug 1: C1C(C(OC1N2C=C(C(=O)NC2=O)F)CO)O. Synergy scores: CSS=33.7, Synergy_ZIP=-4.11, Synergy_Bliss=-4.67, Synergy_Loewe=-1.74, Synergy_HSA=-0.457. Drug 2: C1CC(C1)(C(=O)O)C(=O)O.[NH2-].[NH2-].[Pt+2]. (4) Drug 1: C1CC(C1)(C(=O)O)C(=O)O.[NH2-].[NH2-].[Pt+2]. Drug 2: COC1=C2C(=CC3=C1OC=C3)C=CC(=O)O2. Cell line: MALME-3M. Synergy scores: CSS=10.1, Synergy_ZIP=-1.74, Synergy_Bliss=1.41, Synergy_Loewe=-2.19, Synergy_HSA=-1.85. (5) Drug 1: CCCCC(=O)OCC(=O)C1(CC(C2=C(C1)C(=C3C(=C2O)C(=O)C4=C(C3=O)C=CC=C4OC)O)OC5CC(C(C(O5)C)O)NC(=O)C(F)(F)F)O. Drug 2: CN(CC1=CN=C2C(=N1)C(=NC(=N2)N)N)C3=CC=C(C=C3)C(=O)NC(CCC(=O)O)C(=O)O. Cell line: NCI-H322M. Synergy scores: CSS=38.0, Synergy_ZIP=-1.15, Synergy_Bliss=-0.708, Synergy_Loewe=-27.9, Synergy_HSA=-2.03. (6) Drug 1: CC1=C(C=C(C=C1)NC2=NC=CC(=N2)N(C)C3=CC4=NN(C(=C4C=C3)C)C)S(=O)(=O)N.Cl. Drug 2: C1CN(CCN1C(=O)CCBr)C(=O)CCBr. Cell line: SNB-19. Synergy scores: CSS=15.4, Synergy_ZIP=-5.26, Synergy_Bliss=-0.312, Synergy_Loewe=-8.06, Synergy_HSA=-1.48. (7) Drug 1: CNC(=O)C1=NC=CC(=C1)OC2=CC=C(C=C2)NC(=O)NC3=CC(=C(C=C3)Cl)C(F)(F)F. Drug 2: CC12CCC3C(C1CCC2OP(=O)(O)O)CCC4=C3C=CC(=C4)OC(=O)N(CCCl)CCCl.[Na+]. Cell line: MCF7. Synergy scores: CSS=-17.0, Synergy_ZIP=17.0, Synergy_Bliss=8.73, Synergy_Loewe=2.80, Synergy_HSA=-1.79.